This data is from Reaction yield outcomes from USPTO patents with 853,638 reactions. The task is: Predict the reaction yield, written as a fraction of the theoretical maximum amount of product (1.0 means a 100% yield; for example, 0.34 means a 34% yield). (1) The reactants are [C:1]([C:3]1[N:7]2[CH:8]=[C:9]([C:12]3[CH:32]=[CH:31][C:15]([C:16]([N:18]4[CH2:23][CH2:22][N:21]([C:24]([O:26][C:27]([CH3:30])([CH3:29])[CH3:28])=[O:25])[CH2:20][CH2:19]4)=[O:17])=[CH:14][CH:13]=3)[CH:10]=[CH:11][C:6]2=[N:5][CH:4]=1)#[CH:2].I[C:34]1[CH:39]=[CH:38][N:37]=[C:36]2[N:40]([CH2:43][C:44]3[CH:49]=[CH:48][C:47]([O:50][CH3:51])=[CH:46][CH:45]=3)[N:41]=[CH:42][C:35]=12. No catalyst specified. The product is [CH3:51][O:50][C:47]1[CH:46]=[CH:45][C:44]([CH2:43][N:40]2[C:36]3=[N:37][CH:38]=[CH:39][C:34]([C:2]#[C:1][C:3]4[N:7]5[CH:8]=[C:9]([C:12]6[CH:13]=[CH:14][C:15]([C:16]([N:18]7[CH2:23][CH2:22][N:21]([C:24]([O:26][C:27]([CH3:28])([CH3:29])[CH3:30])=[O:25])[CH2:20][CH2:19]7)=[O:17])=[CH:31][CH:32]=6)[CH:10]=[CH:11][C:6]5=[N:5][CH:4]=4)=[C:35]3[CH:42]=[N:41]2)=[CH:49][CH:48]=1. The yield is 0.589. (2) The reactants are [CH2:1]([C:3]1[S:4][C:5]([C:15]2[CH:20]=[CH:19][N:18]=[C:17]([NH2:21])[CH:16]=2)=[C:6]([C:8]2[CH:13]=[CH:12][CH:11]=[C:10]([CH3:14])[CH:9]=2)[N:7]=1)[CH3:2].[C:22]1([CH2:28][C:29](Cl)=[O:30])[CH:27]=[CH:26][CH:25]=[CH:24][CH:23]=1.C(N(CC)CC)C.C(=O)([O-])O.[Na+]. The catalyst is O1CCCC1. The product is [CH2:1]([C:3]1[S:4][C:5]([C:15]2[CH:20]=[CH:19][N:18]=[C:17]([NH:21][C:29](=[O:30])[CH2:28][C:22]3[CH:27]=[CH:26][CH:25]=[CH:24][CH:23]=3)[CH:16]=2)=[C:6]([C:8]2[CH:13]=[CH:12][CH:11]=[C:10]([CH3:14])[CH:9]=2)[N:7]=1)[CH3:2]. The yield is 0.670.